This data is from Forward reaction prediction with 1.9M reactions from USPTO patents (1976-2016). The task is: Predict the product of the given reaction. (1) Given the reactants [CH3:1][C:2]1[CH:7]=[C:6]([CH3:8])[NH:5][C:4](=[O:9])[C:3]=1[CH2:10][NH:11][C:12]([C:14]1[CH:15]=[C:16]([C:30]2[CH:35]=[CH:34][C:33]([CH2:36][N:37]3[CH2:42][CH2:41][O:40][CH2:39][CH2:38]3)=[CH:32][CH:31]=2)[CH:17]=[C:18]([N:21]([CH2:28][CH3:29])[CH:22]2[CH2:27][CH2:26][NH:25][CH2:24][CH2:23]2)[C:19]=1[CH3:20])=[O:13].[C:43](O)(=[O:45])[CH3:44].CCN=C=NCCCN(C)C.C1C=CC2N(O)N=NC=2C=1.C(N(CC)CC)C, predict the reaction product. The product is: [C:43]([N:25]1[CH2:24][CH2:23][CH:22]([N:21]([CH2:28][CH3:29])[C:18]2[C:19]([CH3:20])=[C:14]([C:12]([NH:11][CH2:10][C:3]3[C:4](=[O:9])[NH:5][C:6]([CH3:8])=[CH:7][C:2]=3[CH3:1])=[O:13])[CH:15]=[C:16]([C:30]3[CH:35]=[CH:34][C:33]([CH2:36][N:37]4[CH2:38][CH2:39][O:40][CH2:41][CH2:42]4)=[CH:32][CH:31]=3)[CH:17]=2)[CH2:27][CH2:26]1)(=[O:45])[CH3:44]. (2) Given the reactants [CH2:1]([N:8]([C@H:20]([CH2:40][OH:41])[CH2:21][C:22]1[CH:27]=[CH:26][C:25]([NH:28][C:29]([C:31]2[CH:39]=[CH:38][C:34]([C:35]([OH:37])=O)=[CH:33][CH:32]=2)=[O:30])=[CH:24][CH:23]=1)[CH2:9][C@H:10]([OH:19])[CH2:11][O:12][C:13]1[CH:18]=[CH:17][CH:16]=[CH:15][CH:14]=1)[C:2]1[CH:7]=[CH:6][CH:5]=[CH:4][CH:3]=1.O.O[N:44]1[C:48]2C=CC=CC=2N=N1.CN(C)CCCN=C=NCC.Cl.CN, predict the reaction product. The product is: [CH2:1]([N:8]([C@H:20]([CH2:40][OH:41])[CH2:21][C:22]1[CH:23]=[CH:24][C:25]([NH:28][C:29](=[O:30])[C:31]2[CH:32]=[CH:33][C:34]([C:35]([NH:44][CH3:48])=[O:37])=[CH:38][CH:39]=2)=[CH:26][CH:27]=1)[CH2:9][C@H:10]([OH:19])[CH2:11][O:12][C:13]1[CH:18]=[CH:17][CH:16]=[CH:15][CH:14]=1)[C:2]1[CH:3]=[CH:4][CH:5]=[CH:6][CH:7]=1. (3) Given the reactants [NH2:1][C:2]1[CH:7]=[CH:6][C:5]([C:8]2[CH:9]=[CH:10][C:11]([NH:14]CCN3CCOCC3)=[N:12][CH:13]=2)=[CH:4][CH:3]=1.[F:23][CH2:24][C:25]([C:29]1[O:33][N:32]=[C:31]([NH:34][C:35](=[O:43])OC2C=CC=CC=2)[CH:30]=1)([CH3:28])[CH2:26][F:27].FC(F)(F)C1([C:49]2[O:53]N=C(NC(=O)OC3C=CC=CC=3)C=2)CC1, predict the reaction product. The product is: [NH2:14][C:11]1[N:12]=[CH:13][C:8]([C:5]2[CH:4]=[CH:3][C:2]([NH:1][C:35]([NH:34][C:31]3[CH:30]=[C:29]([C:25]([CH3:28])([CH2:24][F:23])[CH2:26][F:27])[O:33][N:32]=3)=[O:43])=[C:7]([O:53][CH3:49])[CH:6]=2)=[CH:9][CH:10]=1. (4) Given the reactants C([O:4][C@H:5]([C:33]1[CH:38]=[CH:37][C:36]([F:39])=[CH:35][CH:34]=1)[CH2:6][CH2:7][C@H:8]1[C:11](=[O:12])[N:10]([C:13]2[CH:18]=[CH:17][C:16]([CH2:19][CH2:20][CH2:21][OH:22])=[CH:15][CH:14]=2)[C@@H:9]1[C:23]1[CH:28]=[CH:27][C:26]([CH2:29][CH2:30][CH2:31][OH:32])=[CH:25][CH:24]=1)(=O)C, predict the reaction product. The product is: [F:39][C:36]1[CH:37]=[CH:38][C:33]([C@@H:5]([OH:4])[CH2:6][CH2:7][C@@H:8]2[C@@H:9]([C:23]3[CH:28]=[CH:27][C:26]([CH2:29][CH2:30][CH2:31][OH:32])=[CH:25][CH:24]=3)[N:10]([C:13]3[CH:14]=[CH:15][C:16]([CH2:19][CH2:20][CH2:21][OH:22])=[CH:17][CH:18]=3)[C:11]2=[O:12])=[CH:34][CH:35]=1. (5) Given the reactants [C:1]1([C:7]([C:15]2[CH:20]=[CH:19][CH:18]=[CH:17][CH:16]=2)([C:9]2[CH:14]=[CH:13][CH:12]=[CH:11][CH:10]=2)O)[CH:6]=[CH:5][CH:4]=[CH:3][CH:2]=1.[SH:21][CH2:22][C:23]([OH:25])=[O:24], predict the reaction product. The product is: [C:1]1([C:7]([C:15]2[CH:20]=[CH:19][CH:18]=[CH:17][CH:16]=2)([C:9]2[CH:14]=[CH:13][CH:12]=[CH:11][CH:10]=2)[S:21][CH2:22][C:23]([OH:25])=[O:24])[CH:6]=[CH:5][CH:4]=[CH:3][CH:2]=1.